From a dataset of Forward reaction prediction with 1.9M reactions from USPTO patents (1976-2016). Predict the product of the given reaction. (1) The product is: [CH2:11]([O:10][C@@H:9]1[C@@:8]([CH2:27][OH:28])([CH2:18][O:19][CH2:20][C:21]2[CH:22]=[CH:23][CH:24]=[CH:25][CH:26]=2)[O:7][C@@H:6]([N:32]2[CH:40]=[N:39][C:38]3[C:33]2=[N:34][CH:35]=[N:36][C:37]=3[NH:41][C:42](=[O:49])[C:43]2[CH:44]=[CH:45][CH:46]=[CH:47][CH:48]=2)[C@@H:5]1[OH:4])[C:12]1[CH:13]=[CH:14][CH:15]=[CH:16][CH:17]=1. Given the reactants C([O:4][C@@H:5]1[C@H:9]([O:10][CH2:11][C:12]2[CH:17]=[CH:16][CH:15]=[CH:14][CH:13]=2)[C@@:8]([CH2:27][O:28]C(=O)C)([CH2:18][O:19][CH2:20][C:21]2[CH:26]=[CH:25][CH:24]=[CH:23][CH:22]=2)[O:7][C@H:6]1[N:32]1[CH:40]=[N:39][C:38]2[C:33]1=[N:34][CH:35]=[N:36][C:37]=2[NH:41][C:42](=[O:49])[C:43]1[CH:48]=[CH:47][CH:46]=[CH:45][CH:44]=1)(=O)C.C[O-].[Na+].Cl, predict the reaction product. (2) Given the reactants [C:1]([C:5]1[CH:10]=[CH:9][C:8]([S:11]([NH:14][C:15]2[CH:16]=[C:17]3[C:21](=[CH:22][CH:23]=2)[NH:20][C:19]([C:24]([OH:26])=O)=[C:18]3[C:27]2[CH:32]=[CH:31][CH:30]=[C:29]([O:33][CH3:34])[CH:28]=2)(=[O:13])=[O:12])=[CH:7][CH:6]=1)([CH3:4])([CH3:3])[CH3:2].[CH3:35][N:36]([CH3:40])[CH2:37][CH2:38][NH2:39], predict the reaction product. The product is: [CH3:35][N:36]([CH3:40])[CH2:37][CH2:38][NH:39][C:24]([C:19]1[NH:20][C:21]2[C:17]([C:18]=1[C:27]1[CH:32]=[CH:31][CH:30]=[C:29]([O:33][CH3:34])[CH:28]=1)=[CH:16][C:15]([NH:14][S:11]([C:8]1[CH:7]=[CH:6][C:5]([C:1]([CH3:3])([CH3:4])[CH3:2])=[CH:10][CH:9]=1)(=[O:12])=[O:13])=[CH:23][CH:22]=2)=[O:26].